From a dataset of Full USPTO retrosynthesis dataset with 1.9M reactions from patents (1976-2016). Predict the reactants needed to synthesize the given product. (1) Given the product [OH:18][CH2:17][C:16]1[CH:21]=[CH:22][C:13]([CH2:12][N:8]2[C:9]3[C:10](=[O:11])[N:2]([CH3:1])[C:3](=[O:36])[N:4]([CH3:35])[C:5]=3[N:6]=[C:7]2[O:23][C:24]2[CH:29]=[CH:28][CH:27]=[C:26]([O:30][C:31]([F:32])([F:33])[F:34])[CH:25]=2)=[CH:14][CH:15]=1, predict the reactants needed to synthesize it. The reactants are: [CH3:1][N:2]1[C:10](=[O:11])[C:9]2[N:8]([CH2:12][C:13]3[CH:22]=[CH:21][C:16]([C:17](OC)=[O:18])=[CH:15][CH:14]=3)[C:7]([O:23][C:24]3[CH:29]=[CH:28][CH:27]=[C:26]([O:30][C:31]([F:34])([F:33])[F:32])[CH:25]=3)=[N:6][C:5]=2[N:4]([CH3:35])[C:3]1=[O:36].[BH4-].[Li+]. (2) Given the product [C:1]([O:5][C:6]([N:8]1[CH2:13][CH2:12][N:11]([C:14]2[N:19]=[C:18]([C:38]3[CH:29]=[CH:30][C:31]4[C:32]([CH3:42])([CH3:41])[CH2:33][CH2:34][C:35]([CH3:40])([CH3:39])[C:36]=4[CH:37]=3)[CH:17]=[CH:16][N:15]=2)[CH2:10][CH2:9]1)=[O:7])([CH3:4])([CH3:3])[CH3:2], predict the reactants needed to synthesize it. The reactants are: [C:1]([O:5][C:6]([N:8]1[CH2:13][CH2:12][N:11]([C:14]2[N:19]=[C:18](Cl)[CH:17]=[CH:16][N:15]=2)[CH2:10][CH2:9]1)=[O:7])([CH3:4])([CH3:3])[CH3:2].CC1(C)C(C)(C)OB([C:29]2[CH:38]=[CH:37][C:36]3[C:35]([CH3:40])([CH3:39])[CH2:34][CH2:33][C:32]([CH3:42])([CH3:41])[C:31]=3[CH:30]=2)O1. (3) Given the product [CH2:1]([O:3][C:4](=[O:12])[C:5]1[CH:10]=[CH:9][C:8]([OH:11])=[C:7]([Br:19])[CH:6]=1)[CH3:2], predict the reactants needed to synthesize it. The reactants are: [CH2:1]([O:3][C:4](=[O:12])[C:5]1[CH:10]=[CH:9][C:8]([OH:11])=[CH:7][CH:6]=1)[CH3:2].[H+].[B-](F)(F)(F)F.[Br:19]N1C(=O)CCC1=O. (4) The reactants are: [Br:1][C:2]1[CH:3]=[CH:4][C:5]([CH:11]([OH:16])[CH2:12][CH2:13][CH2:14][CH3:15])=[C:6]([CH:10]=1)[C:7]([OH:9])=[O:8].O1CCCC1.[OH-].[Na+:23]. Given the product [Na+:23].[Br:1][C:2]1[CH:3]=[CH:4][C:5]([CH:11]([OH:16])[CH2:12][CH2:13][CH2:14][CH3:15])=[C:6]([CH:10]=1)[C:7]([O-:9])=[O:8], predict the reactants needed to synthesize it.